From a dataset of Forward reaction prediction with 1.9M reactions from USPTO patents (1976-2016). Predict the product of the given reaction. (1) Given the reactants [C:1]([O:5][C:6]([N:8]1[CH2:13][CH2:12][N:11]([C:14]2[CH:19]=[C:18]([O:20][CH2:21][C:22]3[CH:27]=[CH:26][CH:25]=[CH:24][CH:23]=3)[CH:17]=[CH:16][C:15]=2[NH2:28])[CH2:10][CH2:9]1)=[O:7])([CH3:4])([CH3:3])[CH3:2].CCN(C(C)C)C(C)C.[C:38]1([C:48](Cl)=[O:49])[C:47]2[C:42](=[CH:43][CH:44]=[CH:45][CH:46]=2)[CH:41]=[CH:40][CH:39]=1, predict the reaction product. The product is: [C:1]([O:5][C:6]([N:8]1[CH2:13][CH2:12][N:11]([C:14]2[CH:19]=[C:18]([O:20][CH2:21][C:22]3[CH:23]=[CH:24][CH:25]=[CH:26][CH:27]=3)[CH:17]=[CH:16][C:15]=2[NH:28][C:48]([C:38]2[C:47]3[C:42](=[CH:43][CH:44]=[CH:45][CH:46]=3)[CH:41]=[CH:40][CH:39]=2)=[O:49])[CH2:10][CH2:9]1)=[O:7])([CH3:4])([CH3:2])[CH3:3]. (2) Given the reactants [CH3:1][O:2][CH2:3][CH2:4][CH2:5][C:6]1[C:15]2[C:10](=[CH:11][CH:12]=[C:13]([CH2:16][O:17][C@@H:18]3[C@@H:23]([C:24]4[CH:33]=[CH:32][C:27]([C:28](OC)=[O:29])=[CH:26][CH:25]=4)[C@H:22]([O:34][Si:35]([CH:42]([CH3:44])[CH3:43])([CH:39]([CH3:41])[CH3:40])[CH:36]([CH3:38])[CH3:37])[CH2:21][N:20]([S:45]([C:48]4[CH:53]=[CH:52][C:51]([CH3:54])=[CH:50][CH:49]=4)(=[O:47])=[O:46])[CH2:19]3)[CH:14]=2)[O:9][C:8]([CH3:56])([CH3:55])[CH:7]=1.[H-].[Al+3].[Li+].[H-].[H-].[H-].O.[OH-].[Na+], predict the reaction product. The product is: [CH3:1][O:2][CH2:3][CH2:4][CH2:5][C:6]1[C:15]2[C:10](=[CH:11][CH:12]=[C:13]([CH2:16][O:17][C@@H:18]3[C@@H:23]([C:24]4[CH:33]=[CH:32][C:27]([CH2:28][OH:29])=[CH:26][CH:25]=4)[C@H:22]([O:34][Si:35]([CH:39]([CH3:41])[CH3:40])([CH:36]([CH3:38])[CH3:37])[CH:42]([CH3:44])[CH3:43])[CH2:21][N:20]([S:45]([C:48]4[CH:49]=[CH:50][C:51]([CH3:54])=[CH:52][CH:53]=4)(=[O:47])=[O:46])[CH2:19]3)[CH:14]=2)[O:9][C:8]([CH3:56])([CH3:55])[CH:7]=1.